From a dataset of Reaction yield outcomes from USPTO patents with 853,638 reactions. Predict the reaction yield, written as a fraction of the theoretical maximum amount of product (1.0 means a 100% yield; for example, 0.34 means a 34% yield). (1) The catalyst is C(Cl)(Cl)Cl. The reactants are [CH2:1]([O:3][C:4](=[O:55])[CH2:5][N:6]([C:8](=[O:54])[C@@H:9]([NH:25][C:26](=[O:53])[C@@H:27]([NH2:52])[CH2:28][CH2:29][CH2:30][NH:31]/[C:32](/[NH2:51])=[N:33]\[S:34]([C:37]1[C:38]([CH3:50])=[C:39]([CH3:49])[C:40]2[O:44][C:43]([CH3:46])([CH3:45])[CH2:42][C:41]=2[C:47]=1[CH3:48])(=[O:36])=[O:35])[CH2:10][N:11]([CH3:24])[S:12]([C:15]1[CH:20]=[CH:19][CH:18]=[CH:17][C:16]=1[N+:21]([O-:23])=[O:22])(=[O:14])=[O:13])[CH3:7])[CH3:2].CCN(C(C)C)C(C)C.[CH3:65][C:66](OC(C)=O)=[O:67]. The product is [CH2:1]([O:3][C:4](=[O:55])[CH2:5][N:6]([C:8](=[O:54])[C@@H:9]([NH:25][C:26](=[O:53])[C@@H:27]([NH:52][C:66](=[O:67])[CH3:65])[CH2:28][CH2:29][CH2:30][NH:31]/[C:32](/[NH2:51])=[N:33]\[S:34]([C:37]1[C:38]([CH3:50])=[C:39]([CH3:49])[C:40]2[O:44][C:43]([CH3:45])([CH3:46])[CH2:42][C:41]=2[C:47]=1[CH3:48])(=[O:35])=[O:36])[CH2:10][N:11]([CH3:24])[S:12]([C:15]1[CH:20]=[CH:19][CH:18]=[CH:17][C:16]=1[N+:21]([O-:23])=[O:22])(=[O:14])=[O:13])[CH3:7])[CH3:2]. The yield is 0.820. (2) The reactants are CC1(C)C(C)(C)OB([C:9]2[CH:17]=[CH:16][CH:15]=[C:14]3[C:10]=2[CH:11]=[CH:12][NH:13]3)O1.Br[C:20]1[CH:25]=[CH:24][C:23]([Cl:26])=[CH:22][CH:21]=1.[OH-].[Na+]. The catalyst is C1COCC1.[Pd].C(OCC)(=O)C. The product is [Cl:26][C:23]1[CH:24]=[CH:25][C:20]([C:9]2[CH:17]=[CH:16][CH:15]=[C:14]3[C:10]=2[CH:11]=[CH:12][NH:13]3)=[CH:21][CH:22]=1. The yield is 0.890. (3) The reactants are [OH:1][C:2]1[N:10]=[CH:9][C:8]([S:11]([OH:14])(=[O:13])=[O:12])=[CH:7][C:3]=1[C:4]([OH:6])=[O:5].[CH2:15](O)[CH3:16]. No catalyst specified. The product is [OH:1][C:2]1[N:10]=[CH:9][C:8]([S:11]([OH:14])(=[O:13])=[O:12])=[CH:7][C:3]=1[C:4]([O:6][CH2:15][CH3:16])=[O:5]. The yield is 0.740.